From a dataset of Full USPTO retrosynthesis dataset with 1.9M reactions from patents (1976-2016). Predict the reactants needed to synthesize the given product. (1) Given the product [CH:3]1([NH:6][C:7]([CH:9]2[O:14][CH2:13][CH2:12][NH:11][CH2:10]2)=[O:8])[CH2:5][CH2:4]1, predict the reactants needed to synthesize it. The reactants are: [OH-].[Na+].[CH:3]1([NH:6][C:7]([CH:9]2[O:14][CH2:13][CH2:12][N:11](C(OCC3C4C=CC=CC=4C4C3=CC=CC=4)=O)[CH2:10]2)=[O:8])[CH2:5][CH2:4]1. (2) The reactants are: [O:1]=[C:2]1[N:8]([CH:9]2[CH2:14][CH2:13][N:12]([C:15]([O:17][C@H:18]([CH2:40][C:41]3[CH:46]=[C:45]([CH3:47])[CH:44]=[C:43]([CH3:48])[CH:42]=3)[C:19]([N:21]3[CH2:26][CH2:25][N:24]([CH:27]4[CH2:32][CH2:31][N:30](C(OC(C)(C)C)=O)[CH2:29][CH2:28]4)[CH2:23][CH2:22]3)=[O:20])=[O:16])[CH2:11][CH2:10]2)[CH2:7][CH2:6][C:5]2[CH:49]=[CH:50][CH:51]=[CH:52][C:4]=2[NH:3]1.C([O-])([O-])=O.[K+].[K+]. Given the product [O:1]=[C:2]1[N:8]([CH:9]2[CH2:14][CH2:13][N:12]([C:15]([O:17][C@H:18]([CH2:40][C:41]3[CH:46]=[C:45]([CH3:47])[CH:44]=[C:43]([CH3:48])[CH:42]=3)[C:19](=[O:20])[N:21]3[CH2:22][CH2:23][N:24]([CH:27]4[CH2:32][CH2:31][NH:30][CH2:29][CH2:28]4)[CH2:25][CH2:26]3)=[O:16])[CH2:11][CH2:10]2)[CH2:7][CH2:6][C:5]2[CH:49]=[CH:50][CH:51]=[CH:52][C:4]=2[NH:3]1, predict the reactants needed to synthesize it. (3) Given the product [Br:1][C:2]1[N:7]=[C:6]([C:8]([O:10][CH3:11])=[O:9])[C:5]([O:12][CH2:20][CH2:19][O:18][C:17]2[CH:22]=[CH:23][CH:24]=[C:15]([N:14]([CH3:13])[CH3:25])[CH:16]=2)=[CH:4][CH:3]=1, predict the reactants needed to synthesize it. The reactants are: [Br:1][C:2]1[N:7]=[C:6]([C:8]([O:10][CH3:11])=[O:9])[C:5]([OH:12])=[CH:4][CH:3]=1.[CH3:13][N:14]([CH3:25])[C:15]1[CH:16]=[C:17]([CH:22]=[CH:23][CH:24]=1)[O:18][CH2:19][CH2:20]O.N(C(OCC)=O)=NC(OCC)=O. (4) Given the product [CH:11]([N:24]1[CH2:27][C:26](=[O:28])[CH2:25]1)([C:18]1[CH:23]=[CH:22][CH:21]=[CH:20][CH:19]=1)[C:12]1[CH:13]=[CH:14][CH:15]=[CH:16][CH:17]=1, predict the reactants needed to synthesize it. The reactants are: N1C=CC=CC=1.S(=O)(=O)=O.[CH:11]([N:24]1[CH2:27][CH:26]([OH:28])[CH2:25]1)([C:18]1[CH:23]=[CH:22][CH:21]=[CH:20][CH:19]=1)[C:12]1[CH:17]=[CH:16][CH:15]=[CH:14][CH:13]=1.C(N(CC)CC)C.O. (5) The reactants are: [Cl-].C(CC(CC)(NC(C)C)C)C.[Si:13]([O:20][CH2:21][C:22]1[C:27]([O:28][CH3:29])=[CH:26][C:25]([NH:30][C:31](=[O:34])[CH:32]=[CH2:33])=[C:24](Cl)[CH:23]=1)([C:16]([CH3:19])([CH3:18])[CH3:17])([CH3:15])[CH3:14]. Given the product [Si:13]([O:20][CH2:21][C:22]1[CH:23]=[CH:24][C:25]([NH:30][C:31](=[O:34])[CH:32]=[CH2:33])=[CH:26][C:27]=1[O:28][CH3:29])([C:16]([CH3:19])([CH3:18])[CH3:17])([CH3:14])[CH3:15], predict the reactants needed to synthesize it. (6) Given the product [CH2:1]([N:8]1[CH2:17][CH2:16][C:15]2[N:14]=[C:13]([CH:21]([CH2:22][CH3:23])[CH2:19][CH3:20])[CH:12]=[CH:11][C:10]=2[CH2:9]1)[C:2]1[CH:7]=[CH:6][CH:5]=[CH:4][CH:3]=1, predict the reactants needed to synthesize it. The reactants are: [CH2:1]([N:8]1[CH2:17][CH2:16][C:15]2[N:14]=[C:13](Cl)[CH:12]=[CH:11][C:10]=2[CH2:9]1)[C:2]1[CH:7]=[CH:6][CH:5]=[CH:4][CH:3]=1.[CH2:19]([CH:21]([Mg]Br)[CH2:22][CH3:23])[CH3:20].[OH-].[Na+]. (7) Given the product [NH:8]([C:1]([O:3][C:4]([CH3:6])([CH3:7])[CH3:5])=[O:2])[CH2:9][CH2:10][C:11]([O:13][N:15]1[C:19](=[O:20])[CH2:18][CH2:17][C:16]1=[O:21])=[O:12], predict the reactants needed to synthesize it. The reactants are: [C:1]([NH:8][CH2:9][CH2:10][C:11]([OH:13])=[O:12])([O:3][C:4]([CH3:7])([CH3:6])[CH3:5])=[O:2].O[N:15]1[C:19](=[O:20])[CH2:18][CH2:17][C:16]1=[O:21].O.ON1C2C=CC=CC=2N=N1.Cl.C(N=C=NCCCN(C)C)C. (8) Given the product [NH2:15][C:12]1[CH:11]=[CH:10][C:9]([NH:8][C:1](=[O:3])[C:26]2[CH:30]=[C:31]([C:33]([F:35])([F:34])[F:36])[CH:32]=[C:24]([F:23])[CH:25]=2)=[CH:14][CH:13]=1, predict the reactants needed to synthesize it. The reactants are: [C:1]([NH:8][C:9]1[CH:14]=[CH:13][C:12]([NH2:15])=[CH:11][CH:10]=1)([O:3]C(C)(C)C)=O.C(N(CC)CC)C.[F:23][C:24]1[CH:25]=[C:26]([CH:30]=[C:31]([C:33]([F:36])([F:35])[F:34])[CH:32]=1)C(Cl)=O. (9) Given the product [C:1]([O:5][CH:6]([C:7]([OH:9])=[O:8])[C:11]1[C:12]([C:29]2[CH:30]=[CH:31][C:32]3[O:37][CH2:36][CH2:35][CH2:34][C:33]=3[CH:38]=2)=[C:13]([C:21]2[CH:22]=[CH:23][C:24]([C:27]([OH:42])=[O:39])=[CH:25][CH:26]=2)[CH:14]=[CH:15][C:16]=1[C:17]([F:19])([F:18])[F:20])([CH3:3])([CH3:2])[CH3:4], predict the reactants needed to synthesize it. The reactants are: [C:1]([O:5][CH:6]([C:11]1[C:16]([C:17]([F:20])([F:19])[F:18])=[CH:15][CH:14]=[C:13]([C:21]2[CH:26]=[CH:25][C:24]([C:27]#N)=[CH:23][CH:22]=2)[C:12]=1[C:29]1[CH:30]=[CH:31][C:32]2[O:37][CH2:36][CH2:35][CH2:34][C:33]=2[CH:38]=1)[C:7]([O:9]C)=[O:8])([CH3:4])([CH3:3])[CH3:2].[OH-:39].[Li+].Cl.[OH2:42].